Predict which catalyst facilitates the given reaction. From a dataset of Catalyst prediction with 721,799 reactions and 888 catalyst types from USPTO. (1) Product: [Cl:1][C:2]1[C:6]([Cl:7])=[C:5]([CH3:8])[NH:4][C:3]=1[C:9]([NH:11][C@@H:12]1[CH2:17][CH2:16][N:15]([C:18]2[S:19][C:20]3[C:26]([C:27]([NH2:36])=[O:29])=[CH:25][CH:24]=[CH:23][C:21]=3[N:22]=2)[CH2:14][C@@H:13]1[N:30]1[CH:34]=[CH:33][N:32]=[N:31]1)=[O:10]. The catalyst class is: 37. Reactant: [Cl:1][C:2]1[C:6]([Cl:7])=[C:5]([CH3:8])[NH:4][C:3]=1[C:9]([NH:11][C@@H:12]1[CH2:17][CH2:16][N:15]([C:18]2[S:19][C:20]3[C:26]([C:27]([OH:29])=O)=[CH:25][CH:24]=[CH:23][C:21]=3[N:22]=2)[CH2:14][C@@H:13]1[N:30]1[CH:34]=[CH:33][N:32]=[N:31]1)=[O:10].C[N:36](C(ON1N=NC2C=CC=NC1=2)=[N+](C)C)C.F[P-](F)(F)(F)(F)F.CCN(C(C)C)C(C)C.N.[NH4+].[Cl-]. (2) Reactant: [N+:1]([C:4]1([CH3:13])[CH2:10][N:9]([CH3:11])NCC(C)[CH2:5]1)([O-])=O.[H][H]. Product: [NH2:1][C:4]1([CH3:13])[CH2:10][N:9]([CH3:11])[CH2:4][CH2:10][N:9]([CH3:11])[CH2:5]1. The catalyst class is: 171. (3) Product: [CH3:12][O:13][CH:14]([O:17][CH3:18])[CH2:15][S:10][C:2]1[NH:7][C:6](=[O:8])[NH:5][C:4](=[O:9])[CH:3]=1. Reactant: Cl[C:2]1[NH:7][C:6](=[O:8])[NH:5][C:4](=[O:9])[CH:3]=1.[SH2:10].[Na].[CH3:12][O:13][CH:14]([O:17][CH3:18])[CH2:15]Br. The catalyst class is: 9. (4) Reactant: [F:1][C:2]1[CH:15]=[CH:14][CH:13]=[C:12]([F:16])[C:3]=1[C:4]([NH:6][C:7]1[CH:11]=[CH:10][NH:9][N:8]=1)=[O:5].C[Si]([N-][Si](C)(C)C)(C)C.[Li+].Br[CH2:28][C:29]1[CH:34]=[CH:33][C:32]([N+:35]([O-:37])=[O:36])=[CH:31][C:30]=1[CH3:38]. Product: [F:1][C:2]1[CH:15]=[CH:14][CH:13]=[C:12]([F:16])[C:3]=1[C:4]([NH:6][C:7]1[CH:11]=[CH:10][N:9]([CH2:28][C:29]2[CH:34]=[CH:33][C:32]([N+:35]([O-:37])=[O:36])=[CH:31][C:30]=2[CH3:38])[N:8]=1)=[O:5]. The catalyst class is: 1. (5) Reactant: [CH2:1]([O:3][C:4](=[O:18])[C:5]1[CH:10]=[C:9]([C:11]([F:14])([F:13])[F:12])[C:8]([CH:15]=O)=[C:7]([Cl:17])[CH:6]=1)[CH3:2].[NH:19]1[CH2:22][CH:21]([NH:23][C:24](=[O:30])[O:25][C:26]([CH3:29])([CH3:28])[CH3:27])[CH2:20]1. Product: [Cl:17][C:7]1[CH:6]=[C:5]([CH:10]=[C:9]([C:11]([F:14])([F:13])[F:12])[C:8]=1[CH2:15][N:19]1[CH2:22][CH:21]([NH:23][C:24]([O:25][C:26]([CH3:29])([CH3:28])[CH3:27])=[O:30])[CH2:20]1)[C:4]([O:3][CH2:1][CH3:2])=[O:18]. The catalyst class is: 2. (6) Reactant: [CH3:1][O:2][C:3](=[O:14])[CH2:4][C:5]1[CH:10]=[CH:9][C:8]([O:11][CH3:12])=[C:7]([F:13])[CH:6]=1.[Br:15]N1C(=O)CCC1=O.C(OOC(=O)C1C=CC=CC=1)(=O)C1C=CC=CC=1. Product: [Br:15][CH:4]([C:5]1[CH:10]=[CH:9][C:8]([O:11][CH3:12])=[C:7]([F:13])[CH:6]=1)[C:3]([O:2][CH3:1])=[O:14]. The catalyst class is: 53.